Dataset: Tox21: 12 toxicity assays (nuclear receptors and stress response pathways). Task: Binary classification across 12 toxicity assays. (1) The compound is CC(=O)C(=O)CC(C)C. It tested positive (active) for: NR-ER (Estrogen Receptor agonist activity). (2) The drug is COP(=S)(OC)SCn1nnc2ccccc2c1=O. It tested positive (active) for: NR-Aromatase (Aromatase enzyme inhibition), and SR-ARE (Antioxidant Response Element (oxidative stress)).